This data is from Forward reaction prediction with 1.9M reactions from USPTO patents (1976-2016). The task is: Predict the product of the given reaction. (1) The product is: [NH2:1][C:2](=[O:14])[CH2:3][C:4]1[CH:5]=[C:6]([CH:11]=[CH:12][CH:13]=1)[C:7]([OH:9])=[O:8]. Given the reactants [NH2:1][C:2](=[O:14])[CH2:3][C:4]1[CH:5]=[C:6]([CH:11]=[CH:12][CH:13]=1)[C:7]([O:9]C)=[O:8].[OH-].[Li+].Cl, predict the reaction product. (2) Given the reactants [Cl:1][CH2:2][CH2:3][N:4]([CH2:8][CH2:9][O:10][C:11]1[C:24]2[C:23](=[O:25])[C:22]3[C:17](=[CH:18][CH:19]=[CH:20][CH:21]=3)[S:16][C:15]=2[C:14]([OH:26])=[CH:13][CH:12]=1)[CH2:5][CH2:6][Cl:7].[Si:27](Cl)([C:30]([CH3:33])([CH3:32])[CH3:31])([CH3:29])[CH3:28].N1C=CN=C1.CN(C1C=CC=CN=1)C, predict the reaction product. The product is: [Cl:1][CH2:2][CH2:3][N:4]([CH2:8][CH2:9][O:10][C:11]1[C:24]2[C:23](=[O:25])[C:22]3[C:17](=[CH:18][CH:19]=[CH:20][CH:21]=3)[S:16][C:15]=2[C:14]([O:26][Si:27]([C:30]([CH3:33])([CH3:32])[CH3:31])([CH3:29])[CH3:28])=[CH:13][CH:12]=1)[CH2:5][CH2:6][Cl:7]. (3) The product is: [CH3:23][N:6]1[C:2]([CH3:22])([CH3:1])[CH2:3][C:4](=[O:21])[N:5]1[C:7]1[CH:12]=[CH:11][C:10]([C:13]#[C:14][C:15]2[CH:20]=[CH:19][CH:18]=[CH:17][CH:16]=2)=[CH:9][N:8]=1. Given the reactants [CH3:1][C:2]1([CH3:22])[NH:6][N:5]([C:7]2[CH:12]=[CH:11][C:10]([C:13]#[C:14][C:15]3[CH:20]=[CH:19][CH:18]=[CH:17][CH:16]=3)=[CH:9][N:8]=2)[C:4](=[O:21])[CH2:3]1.[C:23]([O-])([O-])=O.[K+].[K+].IC, predict the reaction product. (4) Given the reactants [C:1]([C:3]1[C:4]([C:29]2[CH:34]=[CH:33][CH:32]=[CH:31][CH:30]=2)=[C:5]2[CH2:28][CH2:27][CH2:26][C:6]2=[N:7][C:8]=1[S:9][CH2:10][C:11]1[N:12]=[C:13]([C:16]2[CH:25]=[CH:24][C:19]([C:20]([O:22]C)=[O:21])=[CH:18][CH:17]=2)[S:14][CH:15]=1)#[N:2].[OH-].[Na+].Cl, predict the reaction product. The product is: [C:1]([C:3]1[C:4]([C:29]2[CH:34]=[CH:33][CH:32]=[CH:31][CH:30]=2)=[C:5]2[CH2:28][CH2:27][CH2:26][C:6]2=[N:7][C:8]=1[S:9][CH2:10][C:11]1[N:12]=[C:13]([C:16]2[CH:25]=[CH:24][C:19]([C:20]([OH:22])=[O:21])=[CH:18][CH:17]=2)[S:14][CH:15]=1)#[N:2]. (5) Given the reactants [Cl:1][C:2]1[CH:3]=[C:4]2[C:10]([C:11]3[N:16]=[C:15]([N:17]4[CH2:22][CH2:21][N:20](C(OC(C)(C)C)=O)[CH2:19][C@@H:18]4[C:30](=[O:37])[NH:31][CH2:32][C:33]([F:36])([F:35])[F:34])[CH:14]=[N:13][CH:12]=3)=[CH:9][N:8]([S:38]([C:41]3[CH:46]=[CH:45][C:44]([CH3:47])=[CH:43][CH:42]=3)(=[O:40])=[O:39])[C:5]2=[N:6][CH:7]=1.Cl, predict the reaction product. The product is: [Cl:1][C:2]1[CH:3]=[C:4]2[C:10]([C:11]3[N:16]=[C:15]([N:17]4[CH2:22][CH2:21][NH:20][CH2:19][C@@H:18]4[C:30]([NH:31][CH2:32][C:33]([F:35])([F:36])[F:34])=[O:37])[CH:14]=[N:13][CH:12]=3)=[CH:9][N:8]([S:38]([C:41]3[CH:42]=[CH:43][C:44]([CH3:47])=[CH:45][CH:46]=3)(=[O:40])=[O:39])[C:5]2=[N:6][CH:7]=1.